From a dataset of Full USPTO retrosynthesis dataset with 1.9M reactions from patents (1976-2016). Predict the reactants needed to synthesize the given product. (1) Given the product [F:13][C:10]1[CH:11]=[CH:12][C:7]([NH:6][CH2:5][C:4]([NH:15][NH2:16])=[O:3])=[CH:8][CH:9]=1, predict the reactants needed to synthesize it. The reactants are: C([O:3][C:4](=O)[CH2:5][NH:6][C:7]1[CH:12]=[CH:11][C:10]([F:13])=[CH:9][CH:8]=1)C.[NH2:15][NH2:16].CCCCCC. (2) Given the product [Br:9][C:3]1[C:4](=[O:6])[N:41]([CH2:40][CH2:39][O:38][CH2:37][CH2:36][O:35][CH2:34][CH2:33][NH:32][C:30](=[O:31])[CH2:29][CH2:28][CH2:27][CH2:26][CH:23]2[CH:21]3[NH:22][C:18](=[O:17])[NH:19][CH:20]3[CH2:25][S:24]2)[C:7](=[O:8])[C:2]=1[Br:1], predict the reactants needed to synthesize it. The reactants are: [Br:1][C:2]1=[C:3]([Br:9])[C:4]([O:6][C:7]1=[O:8])=O.FC(F)(F)C([O-])=O.[O:17]=[C:18]1[NH:22][CH:21]2[CH:23]([CH2:26][CH2:27][CH2:28][CH2:29][C:30]([NH:32][CH2:33][CH2:34][O:35][CH2:36][CH2:37][O:38][CH2:39][CH2:40][NH3+:41])=[O:31])[S:24][CH2:25][CH:20]2[NH:19]1.C1(C)C=CC=CC=1.CO.C(Cl)Cl. (3) Given the product [F:12][C:4]1[C:5]([O:10][CH3:11])=[CH:6][C:7]([O:8][CH3:9])=[C:2]([F:1])[C:3]=1[N:13]1[CH2:22][C:21]2[CH:20]=[N:19][C:18]3[N:23]([S:26]([C:29]4[CH:34]=[CH:33][CH:32]=[CH:31][CH:30]=4)(=[O:27])=[O:28])[C:24]([CH:48]=[O:49])=[CH:25][C:17]=3[C:16]=2[C:15]([CH3:35])([CH3:36])[C:14]1=[O:37], predict the reactants needed to synthesize it. The reactants are: [F:1][C:2]1[C:7]([O:8][CH3:9])=[CH:6][C:5]([O:10][CH3:11])=[C:4]([F:12])[C:3]=1[N:13]1[CH2:22][C:21]2[CH:20]=[N:19][C:18]3[N:23]([S:26]([C:29]4[CH:34]=[CH:33][CH:32]=[CH:31][CH:30]=4)(=[O:28])=[O:27])[CH:24]=[CH:25][C:17]=3[C:16]=2[C:15]([CH3:36])([CH3:35])[C:14]1=[O:37].C([N-]C(C)C)(C)C.[Li+].CN(C)[CH:48]=[O:49]. (4) The reactants are: [OH:1][CH2:2][CH2:3][C:4]1[N:5]([CH2:9][CH2:10][CH2:11][CH2:12][C:13]2[CH:18]=[CH:17][C:16]([OH:19])=[CH:15][CH:14]=2)[CH:6]=[CH:7][N:8]=1.[H-].[Na+].Cl[CH2:23][C:24]1[N:25]=[C:26](/[CH:29]=[CH:30]/[C:31]2[CH:36]=[CH:35][C:34]([F:37])=[CH:33][CH:32]=2)[O:27][CH:28]=1. Given the product [F:37][C:34]1[CH:35]=[CH:36][C:31](/[CH:30]=[CH:29]/[C:26]2[O:27][CH:28]=[C:24]([CH2:23][O:19][C:16]3[CH:15]=[CH:14][C:13]([CH2:12][CH2:11][CH2:10][CH2:9][N:5]4[CH:6]=[CH:7][N:8]=[C:4]4[CH2:3][CH2:2][OH:1])=[CH:18][CH:17]=3)[N:25]=2)=[CH:32][CH:33]=1, predict the reactants needed to synthesize it. (5) Given the product [CH3:11][O:12][C:13]1[CH:14]=[C:15]([CH3:31])[C:16]([S:20]([N:23]2[CH2:28][CH2:27][CH2:26][CH2:25][CH:24]2[CH:29]=[O:30])(=[O:21])=[O:22])=[C:17]([CH3:19])[CH:18]=1, predict the reactants needed to synthesize it. The reactants are: CS(C)=O.C(Cl)(=O)C(Cl)=O.[CH3:11][O:12][C:13]1[CH:18]=[C:17]([CH3:19])[C:16]([S:20]([N:23]2[CH2:28][CH2:27][CH2:26][CH2:25][CH:24]2[CH2:29][OH:30])(=[O:22])=[O:21])=[C:15]([CH3:31])[CH:14]=1.C(N(CC)CC)C. (6) Given the product [Cl:19][C:2]1[C:11]([C:12]([O:14][CH2:15][CH3:16])=[O:13])=[CH:10][C:9]2[CH2:8][CH2:7][CH2:6][CH2:5][C:4]=2[N:3]=1, predict the reactants needed to synthesize it. The reactants are: O[C:2]1[C:11]([C:12]([O:14][CH2:15][CH3:16])=[O:13])=[CH:10][C:9]2[CH2:8][CH2:7][CH2:6][CH2:5][C:4]=2[N:3]=1.P(Cl)(Cl)([Cl:19])=O.